From a dataset of Peptide-MHC class I binding affinity with 185,985 pairs from IEDB/IMGT. Regression. Given a peptide amino acid sequence and an MHC pseudo amino acid sequence, predict their binding affinity value. This is MHC class I binding data. (1) The peptide sequence is ELFYILIAK. The MHC is HLA-A31:01 with pseudo-sequence HLA-A31:01. The binding affinity (normalized) is 0.0847. (2) The peptide sequence is MMKLGISPSK. The MHC is HLA-A33:01 with pseudo-sequence HLA-A33:01. The binding affinity (normalized) is 0.143. (3) The MHC is HLA-B08:01 with pseudo-sequence HLA-B08:01. The binding affinity (normalized) is 0.0847. The peptide sequence is RVRRLNWAA. (4) The peptide sequence is PYLFWLAAI. The MHC is HLA-B40:01 with pseudo-sequence HLA-B40:01. The binding affinity (normalized) is 0. (5) The peptide sequence is VPFVVFLVA. The MHC is HLA-B51:01 with pseudo-sequence HLA-B51:01. The binding affinity (normalized) is 0.260. (6) The peptide sequence is EIPDVLNSL. The MHC is HLA-B18:01 with pseudo-sequence HLA-B18:01. The binding affinity (normalized) is 0.0847. (7) The peptide sequence is MTACGRIVV. The MHC is HLA-A11:01 with pseudo-sequence HLA-A11:01. The binding affinity (normalized) is 0.213.